Task: Predict the reaction yield, written as a fraction of the theoretical maximum amount of product (1.0 means a 100% yield; for example, 0.34 means a 34% yield).. Dataset: Reaction yield outcomes from USPTO patents with 853,638 reactions The reactants are Cl[C:2]1[N:7]2[N:8]=[C:9]([CH3:11])[CH:10]=[C:6]2[N:5]=[C:4]([NH:12][C:13]([C@H:15]2[CH2:17][C@@H:16]2[C:18]2[CH:23]=[CH:22][CH:21]=[CH:20][CH:19]=2)=[O:14])[CH:3]=1.Cl.[NH:25]1[CH2:30][CH2:29][CH:28]([NH:31][C:32](N)=[O:33])[CH2:27][CH2:26]1.[CH3:35]N1C(=O)CCC1. The catalyst is CS(C)=O.CO. The product is [C:32]([NH:31][CH:28]1[CH2:29][CH2:30][N:25]([C:2]2[N:7]3[N:8]=[C:9]([CH3:11])[CH:10]=[C:6]3[N:5]=[C:4]([NH:12][C:13]([C@H:15]3[CH2:17][C@@H:16]3[C:18]3[CH:23]=[CH:22][CH:21]=[CH:20][CH:19]=3)=[O:14])[CH:3]=2)[CH2:26][CH2:27]1)(=[O:33])[CH3:35]. The yield is 0.590.